From a dataset of Forward reaction prediction with 1.9M reactions from USPTO patents (1976-2016). Predict the product of the given reaction. (1) Given the reactants Cl[C:2]1[CH:3]=[C:4]([CH:28]=[CH:29][CH:30]=1)[O:5][C:6]1[CH:7]=[C:8]2[C:12](=[CH:13][CH:14]=1)[N:11]([C:15]1[CH:20]=[CH:19][C:18]([CH3:21])=[C:17]([N+:22]([O-:24])=[O:23])[CH:16]=1)[C:10]([C:25]([OH:27])=[O:26])=[CH:9]2.C(OC(C1N(C2C=CC(C)=C([N+]([O-])=O)C=2)C2C(C=1)=CC(O)=CC=2)=O)C.[F:56][C:57]([F:69])([F:68])[O:58]C1C=C(B(O)O)C=CC=1, predict the reaction product. The product is: [F:56][C:57]([F:69])([F:68])[O:58][C:2]1[CH:3]=[C:4]([CH:28]=[CH:29][CH:30]=1)[O:5][C:6]1[CH:7]=[C:8]2[C:12](=[CH:13][CH:14]=1)[N:11]([C:15]1[CH:20]=[CH:19][C:18]([CH3:21])=[C:17]([N+:22]([O-:24])=[O:23])[CH:16]=1)[C:10]([C:25]([OH:27])=[O:26])=[CH:9]2. (2) Given the reactants [NH:1]1[C:9]2[C:4](=[CH:5][CH:6]=[CH:7][C:8]=2[C:10]([OH:12])=O)[CH:3]=[CH:2]1.CN(C(ON1N=NC2C=CC=CC1=2)=[N+](C)C)C.[B-](F)(F)(F)F.C(N(CC)C(C)C)(C)C.[C:44]([C:48]1[CH:65]=[CH:64][C:51]([CH2:52][NH:53][CH2:54][CH2:55][C:56]2[C:61]([Cl:62])=[CH:60][CH:59]=[CH:58][C:57]=2[Cl:63])=[CH:50][CH:49]=1)([CH3:47])([CH3:46])[CH3:45], predict the reaction product. The product is: [C:44]([C:48]1[CH:65]=[CH:64][C:51]([CH2:52][N:53]([CH2:54][CH2:55][C:56]2[C:57]([Cl:63])=[CH:58][CH:59]=[CH:60][C:61]=2[Cl:62])[C:10]([C:8]2[CH:7]=[CH:6][CH:5]=[C:4]3[C:9]=2[NH:1][CH:2]=[CH:3]3)=[O:12])=[CH:50][CH:49]=1)([CH3:47])([CH3:45])[CH3:46]. (3) The product is: [CH2:8]([N:7]([CH2:10][CH3:11])[C:5](=[O:6])[C:4]1[CH:12]=[CH:13][CH:14]=[C:2]([C:18]2[CH:19]=[CH:20][N:15]=[CH:16][CH:17]=2)[CH:3]=1)[CH3:9]. Given the reactants Br[C:2]1[CH:3]=[C:4]([CH:12]=[CH:13][CH:14]=1)[C:5]([N:7]([CH2:10][CH3:11])[CH2:8][CH3:9])=[O:6].[N:15]1[CH:20]=[CH:19][C:18](B(O)O)=[CH:17][CH:16]=1.C(=O)([O-])[O-].[Na+].[Na+].C(OCC)(=O)C, predict the reaction product. (4) Given the reactants [Cl:1][C:2]1[CH:7]=[CH:6][C:5]([NH:8][C:9](=[O:15])[O:10][C:11]([CH3:14])([CH3:13])[CH3:12])=[CH:4][C:3]=1[CH2:16]O.C1(P(C2C=CC=CC=2)C2C=CC=CC=2)C=CC=CC=1.C(Br)(Br)(Br)[Br:38].CCOC(C)=O, predict the reaction product. The product is: [Br:38][CH2:16][C:3]1[CH:4]=[C:5]([NH:8][C:9](=[O:15])[O:10][C:11]([CH3:14])([CH3:13])[CH3:12])[CH:6]=[CH:7][C:2]=1[Cl:1]. (5) Given the reactants [C:1]1([C:11]2[CH:16]=[CH:15][CH:14]=[CH:13][CH:12]=2)[CH:6]=[C:5]([CH:7]=O)[CH:4]=[C:3]([CH:9]=O)[CH:2]=1.NCCC[N:21]([CH2:26][CH:27]([CH3:29])[CH3:28])[CH2:22][CH2:23][CH2:24][NH2:25].[BH4-].[Na+].[OH-].[Na+], predict the reaction product. The product is: [C:1]1([C:11]2[CH:16]=[CH:15][CH:14]=[CH:13][CH:12]=2)[CH:6]=[C:5]([CH2:7][NH:21][CH2:26][CH2:27][CH2:28][NH:25][CH2:24][CH2:23][CH2:22][NH:21][CH2:26][CH:27]([CH3:29])[CH3:28])[CH:4]=[C:3]([CH2:9][NH:25][CH2:24][CH2:23][CH2:22][NH:25][CH2:24][CH2:23][CH2:22][NH:21][CH2:26][CH:27]([CH3:28])[CH3:29])[CH:2]=1.